Dataset: Full USPTO retrosynthesis dataset with 1.9M reactions from patents (1976-2016). Task: Predict the reactants needed to synthesize the given product. (1) Given the product [C:40]([O:39][C:37](=[O:38])[NH:44][C@@H:45]([C:49]([N:29]1[CH:24]2[CH2:25][CH2:26][CH:27]1[CH2:28][N:22]([C:20]([C:17]1[CH:16]=[N:15][C:14]([NH:13][C:10]3[N:11]=[CH:12][C:7]4[CH:6]=[C:5]([C:3](=[O:4])[N:2]([CH3:36])[CH3:1])[N:30]([CH:31]5[CH2:35][CH2:34][CH2:33][CH2:32]5)[C:8]=4[N:9]=3)=[CH:19][CH:18]=1)=[O:21])[CH2:23]2)=[O:50])[CH:46]([CH3:47])[CH3:48])([CH3:41])([CH3:43])[CH3:42], predict the reactants needed to synthesize it. The reactants are: [CH3:1][N:2]([CH3:36])[C:3]([C:5]1[N:30]([CH:31]2[CH2:35][CH2:34][CH2:33][CH2:32]2)[C:8]2[N:9]=[C:10]([NH:13][C:14]3[CH:19]=[CH:18][C:17]([C:20]([N:22]4[CH2:28][CH:27]5[NH:29][CH:24]([CH2:25][CH2:26]5)[CH2:23]4)=[O:21])=[CH:16][N:15]=3)[N:11]=[CH:12][C:7]=2[CH:6]=1)=[O:4].[C:37]([NH:44][C@@H:45]([C:49](O)=[O:50])[CH:46]([CH3:48])[CH3:47])([O:39][C:40]([CH3:43])([CH3:42])[CH3:41])=[O:38]. (2) Given the product [F:14][C:15]([F:27])([F:26])[C:16]1[CH:21]=[CH:20][C:19]([C:2]2[CH:10]=[CH:9][C:5]([C:6]([OH:8])=[O:7])=[C:4]([N+:11]([O-:13])=[O:12])[CH:3]=2)=[CH:18][CH:17]=1, predict the reactants needed to synthesize it. The reactants are: Br[C:2]1[CH:10]=[CH:9][C:5]([C:6]([OH:8])=[O:7])=[C:4]([N+:11]([O-:13])=[O:12])[CH:3]=1.[F:14][C:15]([F:27])([F:26])[C:16]1[CH:21]=[CH:20][C:19](OB(O)O)=[CH:18][CH:17]=1. (3) Given the product [F:23][C:20]1[CH:21]=[CH:22][C:16]2[O:15][C:14]([N:8]3[CH2:9][CH2:10][CH2:11][CH2:12][C@H:7]3[C:5]([O:4][CH2:2][CH3:3])=[O:6])=[N:18][C:17]=2[CH:19]=1, predict the reactants needed to synthesize it. The reactants are: [Cl-].[CH2:2]([O:4][C:5]([C@@H:7]1[CH2:12][CH2:11][CH2:10][CH2:9][NH2+:8]1)=[O:6])[CH3:3].Cl[C:14]1[O:15][C:16]2[CH:22]=[CH:21][C:20]([F:23])=[CH:19][C:17]=2[N:18]=1. (4) Given the product [C:1]([C:9]1[CH:10]=[CH:11][C:12]([C:13]([NH:19][CH2:20][CH2:21][CH2:22][NH:23][C:24](=[O:28])[C:25]([CH3:27])=[CH2:26])=[O:15])=[CH:16][CH:17]=1)(=[O:8])[C:2]1[CH:3]=[CH:4][CH:5]=[CH:6][CH:7]=1, predict the reactants needed to synthesize it. The reactants are: [C:1]([C:9]1[CH:17]=[CH:16][C:12]([C:13]([OH:15])=O)=[CH:11][CH:10]=1)(=[O:8])[C:2]1[CH:7]=[CH:6][CH:5]=[CH:4][CH:3]=1.Cl.[NH2:19][CH2:20][CH2:21][CH2:22][NH:23][C:24](=[O:28])[C:25]([CH3:27])=[CH2:26].C(N(CC)CC)C.[N-]=C=S. (5) Given the product [Cl:20][C:17]1[CH:18]=[CH:19][C:14]([C:6]2[CH:5]=[CH:4][N:3]=[C:2]([NH:22][NH2:23])[C:7]=2[C:8]2[CH:13]=[CH:12][N:11]=[CH:10][CH:9]=2)=[CH:15][CH:16]=1, predict the reactants needed to synthesize it. The reactants are: Cl[C:2]1[C:7]([C:8]2[CH:13]=[CH:12][N:11]=[CH:10][CH:9]=2)=[C:6]([C:14]2[CH:19]=[CH:18][C:17]([Cl:20])=[CH:16][CH:15]=2)[CH:5]=[CH:4][N:3]=1.O.[NH2:22][NH2:23]. (6) Given the product [CH2:32]([O:31][C:29](=[O:30])[CH2:28][CH2:27][C@H:26]1[CH2:39][O:40][C:2]([CH3:3])([CH3:1])[N:25]1[C:23]([O:22][C:18]([CH3:21])([CH3:20])[CH3:19])=[O:24])[C:33]1[CH:34]=[CH:35][CH:36]=[CH:37][CH:38]=1, predict the reactants needed to synthesize it. The reactants are: [CH3:1][C:2]1C=CC(S([O-])(=O)=O)=C[CH:3]=1.C1C=C[NH+]=CC=1.[C:18]([O:22][C:23]([NH:25][C@H:26]([CH2:39][OH:40])[CH2:27][CH2:28][C:29]([O:31][CH2:32][C:33]1[CH:38]=[CH:37][CH:36]=[CH:35][CH:34]=1)=[O:30])=[O:24])([CH3:21])([CH3:20])[CH3:19].COC(C)=C. (7) Given the product [N:27]1[C:26]2[O:30][CH:31]=[CH:32][C:25]=2[C:24]([NH:22][C:21]2[C:17]([C:15]([NH:14][C:11]3[CH:12]=[CH:13][C:8]([CH2:7][N:1]4[CH2:6][CH2:5][O:4][CH2:3][CH2:2]4)=[CH:9][CH:10]=3)=[O:16])=[N:18][NH:19][CH:20]=2)=[N:29][CH:28]=1, predict the reactants needed to synthesize it. The reactants are: [N:1]1([CH2:7][C:8]2[CH:13]=[CH:12][C:11]([NH:14][C:15]([C:17]3[C:21]([NH2:22])=[CH:20][NH:19][N:18]=3)=[O:16])=[CH:10][CH:9]=2)[CH2:6][CH2:5][O:4][CH2:3][CH2:2]1.Cl[C:24]1[C:25]2[CH:32]=[CH:31][O:30][C:26]=2[N:27]=[CH:28][N:29]=1. (8) Given the product [NH2:25][C@:5]([CH3:24])([CH2:6][CH2:7][C:8]1[CH:13]=[CH:12][C:11]([C:14]2[CH:15]=[CH:16][C:17]([CH2:20][CH2:21][CH2:22][CH3:23])=[CH:18][CH:19]=2)=[CH:10][CH:9]=1)[CH2:4][OH:3], predict the reactants needed to synthesize it. The reactants are: C([O:3][C:4](=O)[C@@:5]([NH:25]C(OC(C)(C)C)=O)([CH3:24])[CH2:6][CH2:7][C:8]1[CH:13]=[CH:12][C:11]([C:14]2[CH:19]=[CH:18][C:17]([CH2:20][CH2:21][CH2:22][CH3:23])=[CH:16][CH:15]=2)=[CH:10][CH:9]=1)C.[BH4-].[Li+].C(OCC)(=O)C. (9) Given the product [Br:1][C:2]1[CH:3]=[N:4][CH:5]=[C:6]([CH:10]=1)[C:7]([N:23]=[S@@:21]([CH3:20])(=[O:22])[C:24]1[CH:29]=[CH:28][CH:27]=[CH:26][CH:25]=1)=[O:9], predict the reactants needed to synthesize it. The reactants are: [Br:1][C:2]1[CH:3]=[N:4][CH:5]=[C:6]([CH:10]=1)[C:7]([OH:9])=O.C(N(CC)C(C)C)(C)C.[CH3:20][S@:21]([C:24]1[CH:29]=[CH:28][CH:27]=[CH:26][CH:25]=1)(=[NH:23])=[O:22].